From a dataset of Catalyst prediction with 721,799 reactions and 888 catalyst types from USPTO. Predict which catalyst facilitates the given reaction. (1) Reactant: [Br:1][CH2:2][CH2:3][OH:4].[Si:5](Cl)([C:8]([CH3:11])([CH3:10])[CH3:9])([CH3:7])[CH3:6].C(N(CC)CC)C. Product: [Br:1][CH2:2][CH2:3][O:4][Si:5]([C:8]([CH3:11])([CH3:10])[CH3:9])([CH3:7])[CH3:6]. The catalyst class is: 172. (2) Reactant: [CH2:1]1[C:9]2[C:4](=[CH:5][CH:6]=[CH:7][CH:8]=2)[CH2:3][CH:2]1[C@H:10]1[NH:15][C:14](=[O:16])[C@@H:13]([C@@H:17]([CH3:20])[CH2:18][CH3:19])[N:12]([CH:21]([C:39]2[CH:40]=[C:41]3[C:45](=[CH:46][CH:47]=2)[N:44]([CH3:48])[N:43]=[CH:42]3)[C:22]([NH:24][C:25]2[CH:30]=[CH:29][CH:28]=[CH:27][C:26]=2[O:31]CC2C=CC=CC=2)=[O:23])[C:11]1=[O:49]. Product: [CH2:1]1[C:9]2[C:4](=[CH:5][CH:6]=[CH:7][CH:8]=2)[CH2:3][CH:2]1[C@H:10]1[NH:15][C:14](=[O:16])[C@@H:13]([C@@H:17]([CH3:20])[CH2:18][CH3:19])[N:12]([CH:21]([C:39]2[CH:40]=[C:41]3[C:45](=[CH:46][CH:47]=2)[N:44]([CH3:48])[N:43]=[CH:42]3)[C:22]([NH:24][C:25]2[CH:30]=[CH:29][CH:28]=[CH:27][C:26]=2[OH:31])=[O:23])[C:11]1=[O:49]. The catalyst class is: 29. (3) Reactant: CC(C)(CO)CO.[CH3:8][C:9]1([CH3:18])[CH2:14][O:13][CH:12]([CH2:15][CH2:16][CH3:17])[O:11][CH2:10]1.P(=O)(O)(O)O. Product: [CH2:12]([O:11][CH2:10][C:9]([CH3:8])([CH3:18])[CH2:14][OH:13])[CH2:15][CH2:16][CH3:17]. The catalyst class is: 386. (4) Reactant: [CH3:1][C:2]1[N:3]=[CH:4][N:5]([CH2:7][CH2:8][CH2:9][N:10]2C(=O)C3C(=CC=CC=3)C2=O)[CH:6]=1.O.NN. Product: [CH3:1][C:2]1[N:3]=[CH:4][N:5]([CH2:7][CH2:8][CH2:9][NH2:10])[CH:6]=1. The catalyst class is: 8. (5) Reactant: [Cl:1][C:2]1[CH:3]=[C:4]([CH2:27][C:28](=[N:30][OH:31])[NH2:29])[CH:5]=[CH:6][C:7]=1[C:8]1[N:12]=[C:11]([C:13]2[N:14]=[C:15]3[C:20]([Cl:21])=[CH:19][C:18]([C:22]([F:25])([F:24])[F:23])=[CH:17][N:16]3[CH:26]=2)[O:10][N:9]=1.C1N=CN([C:37](N2C=NC=C2)=[O:38])C=1. Product: [Cl:1][C:2]1[CH:3]=[C:4]([CH2:27][C:28]2[NH:29][C:37](=[O:38])[O:31][N:30]=2)[CH:5]=[CH:6][C:7]=1[C:8]1[N:12]=[C:11]([C:13]2[N:14]=[C:15]3[C:20]([Cl:21])=[CH:19][C:18]([C:22]([F:24])([F:25])[F:23])=[CH:17][N:16]3[CH:26]=2)[O:10][N:9]=1. The catalyst class is: 1. (6) Reactant: [CH3:1][O:2][CH2:3][CH2:4][O:5][C:6]1[CH:7]=[C:8]([C:16]2[N:20]([CH:21]3[CH2:26][CH2:25][CH2:24][CH2:23][O:22]3)[N:19]=[C:18]([CH3:27])[C:17]=2[CH2:28][OH:29])[CH:9]=[C:10]([C:12]([F:15])([F:14])[F:13])[CH:11]=1. Product: [CH3:1][O:2][CH2:3][CH2:4][O:5][C:6]1[CH:7]=[C:8]([C:16]2[N:20]([CH:21]3[CH2:26][CH2:25][CH2:24][CH2:23][O:22]3)[N:19]=[C:18]([CH3:27])[C:17]=2[CH:28]=[O:29])[CH:9]=[C:10]([C:12]([F:13])([F:15])[F:14])[CH:11]=1. The catalyst class is: 704. (7) Reactant: Cl[C:2]1[C:7]([C:8]2[N:13]=[C:12]([CH3:14])[N:11]=[C:10]([NH2:15])[N:9]=2)=[CH:6][C:5]([F:16])=[CH:4][N:3]=1.[NH2:17][C:18]1[CH:19]=[N:20][CH:21]=[C:22]([F:24])[CH:23]=1.[Li+].C[Si]([N-][Si](C)(C)C)(C)C. Product: [F:16][C:5]1[CH:6]=[C:7]([C:8]2[N:13]=[C:12]([CH3:14])[N:11]=[C:10]([NH2:15])[N:9]=2)[C:2]([NH:17][C:18]2[CH:19]=[N:20][CH:21]=[C:22]([F:24])[CH:23]=2)=[N:3][CH:4]=1. The catalyst class is: 1.